This data is from Experimentally validated miRNA-target interactions with 360,000+ pairs, plus equal number of negative samples. The task is: Binary Classification. Given a miRNA mature sequence and a target amino acid sequence, predict their likelihood of interaction. (1) Result: 1 (interaction). The protein sequence of the target gene is MEGKRQLEKRDFGKRLSLDSSLVEYMDSNKYIEHLLTQLEEQHRSLWREKLAVARLQREVAQRTSEGAMHEKLIHELEEERHLRLQSEKRLQEVTLESERNRIQMRSLQQQFSRMEETVRNLLQSQGSPEQKKEETVNIMVYQEKLSEEERKHKEALEDLHMVVDEDSRSESSSTDEGKEKTKLLLERLKALEAENSALALENENQREQYERCLDEVANQVVQALLTQKDLREECVKLKTRVFDLEQQNRTLSILFQQRVRPTSDLLLQKLHSRLLDLSSGDLLSEVERNRSLTQSRTDA.... The miRNA is hsa-miR-7977 with sequence UUCCCAGCCAACGCACCA. (2) The miRNA is dre-miR-196b with sequence UAGGUAGUUUCAAGUUGUUGGG. The protein sequence of the target gene is MGEPGQSPSPRSSHGSPPTLSTLTLLLLLCGHAHSQCKILRCNAEYVSSTLSLRGGGSSGALRGGGGGGRGGGVGSGGLCRALRSYALCTRRTARTCRGDLAFHSAVHGIEDLMIQHNCSRQGPTAPPPPRGPALPGAGSGLPAPDPCDYEGRFSRLHGRPPGFLHCASFGDPHVRSFHHHFHTCRVQGAWPLLDNDFLFVQATSSPMALGANATATRKLTIIFKNMQECIDQKVYQAEVDNLPVAFEDGSINGGDRPGGSSLSIQTANPGNHVEIQAAYIGTTIIIRQTAGQLSFSIKV.... Result: 0 (no interaction).